From a dataset of Reaction yield outcomes from USPTO patents with 853,638 reactions. Predict the reaction yield, written as a fraction of the theoretical maximum amount of product (1.0 means a 100% yield; for example, 0.34 means a 34% yield). (1) The reactants are [CH3:1][N:2]([S:15]([C:18]1[S:19][CH:20]=[CH:21][CH:22]=1)(=[O:17])=[O:16])[C:3]1[CH:4]=[CH:5][CH:6]=[C:7]2[C:11]=1[NH:10][C:9]([C:12]([NH2:14])=O)=[CH:8]2.COC1C=CC(P2(SP(C3C=CC(OC)=CC=3)(=S)S2)=[S:32])=CC=1. The catalyst is O1CCCC1. The product is [CH3:1][N:2]([S:15]([C:18]1[S:19][CH:20]=[CH:21][CH:22]=1)(=[O:17])=[O:16])[C:3]1[CH:4]=[CH:5][CH:6]=[C:7]2[C:11]=1[NH:10][C:9]([C:12](=[S:32])[NH2:14])=[CH:8]2. The yield is 0.930. (2) The yield is 0.630. The product is [C:2]([N:4]([CH2:6][CH2:7][CH2:8][NH:9][C:10](=[O:16])[O:11][C:12]([CH3:13])([CH3:15])[CH3:14])[NH2:5])#[N:1]. The catalyst is ClCCl.O. The reactants are [N:1]#[C:2]Br.[NH:4]([CH2:6][CH2:7][CH2:8][NH:9][C:10](=[O:16])[O:11][C:12]([CH3:15])([CH3:14])[CH3:13])[NH2:5].C(=O)([O-])[O-].[Na+].[Na+]. (3) The reactants are [Cl:1][C:2]1[CH:3]=[CH:4][C:5]([F:12])=[C:6]([CH:11]=1)[C:7]([O:9][CH3:10])=[O:8].[N+:13]([O-])([OH:15])=[O:14]. The catalyst is S(=O)(=O)(O)O. The product is [Cl:1][C:2]1[CH:3]=[C:4]([N+:13]([O-:15])=[O:14])[C:5]([F:12])=[C:6]([CH:11]=1)[C:7]([O:9][CH3:10])=[O:8]. The yield is 0.300. (4) The reactants are [Cl:1][C:2]1[CH:3]=[CH:4][C:5]([OH:11])=[C:6]([C:8](=O)[CH3:9])[CH:7]=1.[CH3:12][S:13]([C:16]1[CH:17]=[C:18]([CH:23]=[CH:24][CH:25]=1)[C:19]([NH:21][NH2:22])=[O:20])(=[O:15])=[O:14]. The catalyst is CO.C(O)(=O)C. The product is [Cl:1][C:2]1[CH:3]=[CH:4][C:5]([OH:11])=[C:6](/[C:8](=[N:22]/[NH:21][C:19](=[O:20])[C:18]2[CH:23]=[CH:24][CH:25]=[C:16]([S:13]([CH3:12])(=[O:14])=[O:15])[CH:17]=2)/[CH3:9])[CH:7]=1. The yield is 0.634. (5) The reactants are [CH:1]([C:3]1[CH:16]=[CH:15][C:6]([O:7][CH2:8][CH2:9][CH2:10][CH2:11][C:12]([OH:14])=[O:13])=[CH:5][CH:4]=1)=O.[C:17]1([CH:24]=[CH:23][CH:22]=[C:20]([OH:21])[CH:19]=1)[OH:18].C(N1[C:36]2[C:31](=[CH:32][CH:33]=[C:34]([OH:37])[CH:35]=2)C(C)=CC1(C)C)C.C(C1C=CC(OCC(O)=O)=CC=1)=O. The catalyst is CO. The product is [OH:18][C:17]1[CH:24]=[CH:23][C:22]2[C:1]([C:3]3[CH:16]=[CH:15][C:6]([O:7][CH2:8][CH2:9][CH2:10][CH2:11][C:12]([OH:14])=[O:13])=[CH:5][CH:4]=3)=[C:31]3[C:36]([O:21][C:20]=2[CH:19]=1)=[CH:35][C:34](=[O:37])[CH:33]=[CH:32]3. The yield is 0.260. (6) The reactants are [Br:1][C:2]1[CH:3]=[C:4]([S:8]([NH2:11])(=[O:10])=[O:9])[CH:5]=[CH:6][CH:7]=1.[C:12](OC(=O)C)(=[O:14])[CH3:13]. The catalyst is N1C=CC=CC=1.CN(C1C=CN=CC=1)C.C(OCC)(=O)C. The product is [Br:1][C:2]1[CH:3]=[C:4]([S:8]([NH:11][C:12](=[O:14])[CH3:13])(=[O:9])=[O:10])[CH:5]=[CH:6][CH:7]=1. The yield is 0.510.